Dataset: Reaction yield outcomes from USPTO patents with 853,638 reactions. Task: Predict the reaction yield, written as a fraction of the theoretical maximum amount of product (1.0 means a 100% yield; for example, 0.34 means a 34% yield). The reactants are Cl.[NH2:2][CH2:3][CH:4]([OH:13])[CH2:5][O:6][C:7]1[CH:12]=[CH:11][CH:10]=[CH:9][CH:8]=1.C(N(CC)CC)C.[C:21](O[C:21]([O:23][C:24]([CH3:27])([CH3:26])[CH3:25])=[O:22])([O:23][C:24]([CH3:27])([CH3:26])[CH3:25])=[O:22]. The catalyst is ClCCl. The product is [OH:13][CH:4]([CH2:5][O:6][C:7]1[CH:12]=[CH:11][CH:10]=[CH:9][CH:8]=1)[CH2:3][NH:2][C:21](=[O:22])[O:23][C:24]([CH3:27])([CH3:26])[CH3:25]. The yield is 1.00.